This data is from Catalyst prediction with 721,799 reactions and 888 catalyst types from USPTO. The task is: Predict which catalyst facilitates the given reaction. (1) Reactant: [C:1]1([NH2:8])[C:2]([NH2:7])=[CH:3][CH:4]=[CH:5][CH:6]=1.[C:9](=S)=[S:10]. Product: [NH:7]1[C:2]2[CH:3]=[CH:4][CH:5]=[CH:6][C:1]=2[N:8]=[C:9]1[SH:10]. The catalyst class is: 8. (2) Reactant: C([O:8][C:9]1[CH:14]=[CH:13][C:12]([C:15]2[C:16](=[O:30])[N:17]([CH3:29])[C:18]([NH:21][C:22]3[CH:27]=[CH:26][C:25]([F:28])=[CH:24][CH:23]=3)=[N:19][CH:20]=2)=[CH:11][C:10]=1[F:31])C1C=CC=CC=1. Product: [F:31][C:10]1[CH:11]=[C:12]([C:15]2[C:16](=[O:30])[N:17]([CH3:29])[C:18]([NH:21][C:22]3[CH:27]=[CH:26][C:25]([F:28])=[CH:24][CH:23]=3)=[N:19][CH:20]=2)[CH:13]=[CH:14][C:9]=1[OH:8]. The catalyst class is: 67. (3) Reactant: CC(C)([O-])C.[K+].[C:7](#[N:9])[CH3:8].[Br:10][C:11]1[CH:12]=[C:13]([CH:16]=[CH:17][CH:18]=1)[CH:14]=[O:15]. Product: [Br:10][C:11]1[CH:12]=[C:13]([CH:14]([OH:15])[CH2:8][C:7]#[N:9])[CH:16]=[CH:17][CH:18]=1. The catalyst class is: 1. (4) Reactant: [CH:1]([C:3]1[CH:4]=[C:5]([CH:10]=[CH:11][C:12]=1[O:13][CH:14]([CH3:16])[CH3:15])[C:6]([O:8][CH3:9])=[O:7])=[O:2].[Li+].[BH4-]. Product: [OH:2][CH2:1][C:3]1[CH:4]=[C:5]([CH:10]=[CH:11][C:12]=1[O:13][CH:14]([CH3:16])[CH3:15])[C:6]([O:8][CH3:9])=[O:7]. The catalyst class is: 7. (5) Reactant: Br[CH2:2][CH2:3][C@@:4]1([CH3:17])[C:9]([O:10][CH3:11])=[N:8][C@H:7]([CH:12]([CH3:14])[CH3:13])[C:6]([O:15][CH3:16])=[N:5]1.[CH3:18][NH:19][CH3:20].C1COCC1. Product: [CH:12]([C@@H:7]1[C:6]([O:15][CH3:16])=[N:5][C@:4]([CH2:3][CH2:2][N:19]([CH3:20])[CH3:18])([CH3:17])[C:9]([O:10][CH3:11])=[N:8]1)([CH3:14])[CH3:13]. The catalyst class is: 142. (6) Reactant: C([O:5][C:6](=[O:22])[CH2:7][N:8]1[C:16]2[C:11](=[CH:12][C:13]([O:17][CH3:18])=[CH:14][CH:15]=2)[C:10]([C:19](=[O:21])[NH2:20])=[CH:9]1)(C)(C)C.C(O)(C(F)(F)F)=O.CO. Product: [C:19]([C:10]1[C:11]2[C:16](=[CH:15][CH:14]=[C:13]([O:17][CH3:18])[CH:12]=2)[N:8]([CH2:7][C:6]([OH:22])=[O:5])[CH:9]=1)(=[O:21])[NH2:20]. The catalyst class is: 2. (7) Reactant: [NH2:1][CH:2]1[CH2:7][CH2:6][CH2:5][N:4]([C:8]([O:10][C:11]([CH3:14])([CH3:13])[CH3:12])=[O:9])[CH2:3]1.[C:15]([O:19][C:20](=[O:35])[NH:21][C:22]1[C:27]([C:28](=[O:33])[C:29]([F:32])([F:31])[F:30])=[CH:26][CH:25]=[C:24](Cl)[N:23]=1)([CH3:18])([CH3:17])[CH3:16].C(N(C(C)C)CC)(C)C. Product: [C:15]([O:19][C:20]([NH:21][C:22]1[N:23]=[C:24]([NH:1][CH:2]2[CH2:7][CH2:6][CH2:5][N:4]([C:8]([O:10][C:11]([CH3:14])([CH3:13])[CH3:12])=[O:9])[CH2:3]2)[CH:25]=[CH:26][C:27]=1[C:28](=[O:33])[C:29]([F:30])([F:31])[F:32])=[O:35])([CH3:18])([CH3:16])[CH3:17]. The catalyst class is: 148. (8) Reactant: [Si]([O:8][CH2:9][C:10]1([NH:15][C:16](=[O:22])[O:17][C:18]([CH3:21])([CH3:20])[CH3:19])[CH2:13][CH:12]([OH:14])[CH2:11]1)(C(C)(C)C)(C)C.O[CH:24]1CC(C([O-])=O)C1.CN(C1C2C(N(C)C)=CC=CC=2C=CC=1)C.C[O+](C)C. Product: [OH:8][CH2:9][C:10]1([NH:15][C:16](=[O:22])[O:17][C:18]([CH3:21])([CH3:20])[CH3:19])[CH2:13][CH:12]([O:14][CH3:24])[CH2:11]1. The catalyst class is: 448.